This data is from Reaction yield outcomes from USPTO patents with 853,638 reactions. The task is: Predict the reaction yield, written as a fraction of the theoretical maximum amount of product (1.0 means a 100% yield; for example, 0.34 means a 34% yield). (1) The reactants are [NH2:1][C:2]1[CH:7]=[CH:6][C:5]([Br:8])=[CH:4][C:3]=1[C:9]([C:11]1[CH:16]=[CH:15][C:14]([S:17]([CH3:20])(=[O:19])=[O:18])=[CH:13][CH:12]=1)=O.[F:21][C:22]([F:30])([F:29])[C:23](=[O:28])[CH2:24][C:25](=O)[CH3:26].C(O)(C)C. The catalyst is CCCCCCC.C(OCC)(=O)C. The product is [Br:8][C:5]1[CH:4]=[C:3]2[C:2](=[CH:7][CH:6]=1)[N:1]=[C:25]([CH3:26])[C:24]([C:23](=[O:28])[C:22]([F:30])([F:29])[F:21])=[C:9]2[C:11]1[CH:16]=[CH:15][C:14]([S:17]([CH3:20])(=[O:19])=[O:18])=[CH:13][CH:12]=1. The yield is 0.550. (2) The reactants are Cl[C:2]1[CH:7]=[C:6]([CH3:8])[N:5]=[CH:4][N:3]=1.[C:9]1(B(O)O)[CH:14]=[CH:13][CH:12]=[CH:11][CH:10]=1.C(=O)([O-])[O-].[Na+].[Na+]. The catalyst is C1C=CC(P(C2C=CC=CC=2)C2C=CC=CC=2)=CC=1.C1C=CC(P(C2C=CC=CC=2)C2C=CC=CC=2)=CC=1.Cl[Pd]Cl.ClCCl.O.C(#N)C. The product is [CH3:8][C:6]1[CH:7]=[C:2]([C:9]2[CH:14]=[CH:13][CH:12]=[CH:11][CH:10]=2)[N:3]=[CH:4][N:5]=1. The yield is 0.460. (3) The reactants are Cl.FC(F)(F)C([NH:6][C:7]1[CH:12]=[CH:11][CH:10]=[C:9]([C:13]2[C:21]([C:22]3[CH:27]=[CH:26][N:25]=[C:24]([NH:28][C:29]4[CH:34]=[CH:33][CH:32]=[C:31]([C:35]5[O:39][CH:38]=[N:37][CH:36]=5)[CH:30]=4)[N:23]=3)=[C:16]3[CH:17]=[CH:18][CH:19]=[CH:20][N:15]3[N:14]=2)[CH:8]=1)=O.[Li+].[OH-]. The catalyst is C1COCC1.O. The product is [NH2:6][C:7]1[CH:8]=[C:9]([C:13]2[C:21]([C:22]3[CH:27]=[CH:26][N:25]=[C:24]([NH:28][C:29]4[CH:34]=[CH:33][CH:32]=[C:31]([C:35]5[O:39][CH:38]=[N:37][CH:36]=5)[CH:30]=4)[N:23]=3)=[C:16]3[CH:17]=[CH:18][CH:19]=[CH:20][N:15]3[N:14]=2)[CH:10]=[CH:11][CH:12]=1. The yield is 0.980. (4) The reactants are Cl[CH2:2][CH2:3][O:4][C:5]1[CH:10]=[CH:9][C:8]([CH2:11][CH2:12][C:13]([O:15][CH3:16])=[O:14])=[CH:7][CH:6]=1.[N-:17]=[N+:18]=[N-:19].[Na+]. The catalyst is CN(C=O)C.C(OCC)(=O)C.C1OCCOCCOCCOCCOCCOC1. The product is [N:17]([CH2:2][CH2:3][O:4][C:5]1[CH:10]=[CH:9][C:8]([CH2:11][CH2:12][C:13]([O:15][CH3:16])=[O:14])=[CH:7][CH:6]=1)=[N+:18]=[N-:19]. The yield is 0.750. (5) The reactants are [NH2:1][C:2]1[CH:3]=[CH:4][C:5]([O:8][CH3:9])=[N:6][CH:7]=1.Cl[C:11]1[C:20]([C:21]2[N:26]=[C:25]([CH3:27])[N:24]=[C:23]([N:28]([CH2:38][C:39]3[CH:44]=[CH:43][C:42]([O:45][CH3:46])=[CH:41][CH:40]=3)[CH2:29][C:30]3[CH:35]=[CH:34][C:33]([O:36][CH3:37])=[CH:32][CH:31]=3)[N:22]=2)=[CH:19][C:18]2[C:13](=[CH:14][CH:15]=[CH:16][CH:17]=2)[N:12]=1.[Li+].C[Si]([N-][Si](C)(C)C)(C)C. The catalyst is C1COCC1.[NH4+].[Cl-]. The product is [CH3:37][O:36][C:33]1[CH:32]=[CH:31][C:30]([CH2:29][N:28]([CH2:38][C:39]2[CH:40]=[CH:41][C:42]([O:45][CH3:46])=[CH:43][CH:44]=2)[C:23]2[N:24]=[C:25]([CH3:27])[N:26]=[C:21]([C:20]3[C:11]([NH:1][C:2]4[CH:7]=[N:6][C:5]([O:8][CH3:9])=[CH:4][CH:3]=4)=[N:12][C:13]4[C:18]([CH:19]=3)=[CH:17][CH:16]=[CH:15][CH:14]=4)[N:22]=2)=[CH:35][CH:34]=1. The yield is 0.650. (6) The reactants are C([O:3][C:4](=[O:29])[CH2:5][C:6]1[N:7]=[C:8]([NH:11][C:12]([NH:14][C:15]2[CH:20]=[CH:19][C:18]([CH3:21])=[CH:17][C:16]=2[C:22]([CH:24]2[CH2:28][CH2:27][CH2:26][CH2:25]2)=[O:23])=[O:13])[S:9][CH:10]=1)C.[Br:30]N1C(=O)CCC1=O. The catalyst is C(O)(=O)C. The product is [Br:30][C:10]1[S:9][C:8]([NH:11][C:12]([NH:14][C:15]2[CH:20]=[CH:19][C:18]([CH3:21])=[CH:17][C:16]=2[C:22]([CH:24]2[CH2:28][CH2:27][CH2:26][CH2:25]2)=[O:23])=[O:13])=[N:7][C:6]=1[CH2:5][C:4]([OH:3])=[O:29]. The yield is 0.570.